Predict which catalyst facilitates the given reaction. From a dataset of Catalyst prediction with 721,799 reactions and 888 catalyst types from USPTO. (1) Reactant: [C:1]([O:5][C:6]([N:8]([CH2:26][C:27]([O:29][C:30]([CH3:33])([CH3:32])[CH3:31])=[O:28])[C:9]1[CH:14]=[CH:13][CH:12]=[C:11]([CH2:15][NH:16][S:17]([C:20]2[CH:25]=[CH:24][CH:23]=[CH:22][N:21]=2)(=[O:19])=[O:18])[N:10]=1)=[O:7])([CH3:4])([CH3:3])[CH3:2].[F:34][C:35]1[CH:42]=[C:41]([C:43]([CH3:49])([CH3:48])[CH2:44][CH2:45][CH2:46][CH3:47])[CH:40]=[CH:39][C:36]=1[CH2:37]O.C(P(CCCC)CCCC)CCC.CN(C)C(N=NC(N(C)C)=O)=O. Product: [C:1]([O:5][C:6]([N:8]([CH2:26][C:27]([O:29][C:30]([CH3:33])([CH3:32])[CH3:31])=[O:28])[C:9]1[CH:14]=[CH:13][CH:12]=[C:11]([CH:15]([CH2:37][C:36]2[CH:39]=[CH:40][C:41]([C:43]([CH3:49])([CH3:48])[CH2:44][CH2:45][CH2:46][CH3:47])=[CH:42][C:35]=2[F:34])[NH:16][S:17]([C:20]2[CH:25]=[CH:24][CH:23]=[CH:22][N:21]=2)(=[O:19])=[O:18])[N:10]=1)=[O:7])([CH3:4])([CH3:3])[CH3:2]. The catalyst class is: 132. (2) Reactant: C([O:3][C:4]([C:6]1[C:7]([CH2:14][F:15])=[N:8][N:9]([CH3:13])[C:10]=1[CH2:11][F:12])=[O:5])C.[OH-].[Na+]. Product: [CH3:13][N:9]1[C:10]([CH2:11][F:12])=[C:6]([C:4]([OH:5])=[O:3])[C:7]([CH2:14][F:15])=[N:8]1. The catalyst class is: 8. (3) Reactant: [OH:1][CH2:2][C:3]1[CH:33]=[CH:32][C:6]([C:7]([NH:9][CH2:10][CH2:11][S:12][C:13]([C:26]2[CH:31]=[CH:30][CH:29]=[CH:28][CH:27]=2)([C:20]2[CH:25]=[CH:24][CH:23]=[CH:22][CH:21]=2)[C:14]2[CH:19]=[CH:18][CH:17]=[CH:16][CH:15]=2)=[O:8])=[CH:5][CH:4]=1.CN1CCCC1=O.[S:41](Cl)([CH3:44])(=[O:43])=[O:42]. Product: [C:13]([S:12][CH2:11][CH2:10][NH:9][C:7]([C:6]1[CH:5]=[CH:4][C:3]([CH2:2][O:1][S:41]([CH3:44])(=[O:43])=[O:42])=[CH:33][CH:32]=1)=[O:8])([C:26]1[CH:27]=[CH:28][CH:29]=[CH:30][CH:31]=1)([C:14]1[CH:19]=[CH:18][CH:17]=[CH:16][CH:15]=1)[C:20]1[CH:21]=[CH:22][CH:23]=[CH:24][CH:25]=1. The catalyst class is: 1. (4) Reactant: [C:1]([C:4]1[CH:5]=[C:6]([CH2:12][C:13]#[N:14])[CH:7]=[CH:8][C:9]=1[O:10][CH3:11])([CH3:3])=[CH2:2]. Product: [CH:1]([C:4]1[CH:5]=[C:6]([CH2:12][C:13]#[N:14])[CH:7]=[CH:8][C:9]=1[O:10][CH3:11])([CH3:3])[CH3:2]. The catalyst class is: 178.